This data is from Peptide-MHC class I binding affinity with 185,985 pairs from IEDB/IMGT. The task is: Regression. Given a peptide amino acid sequence and an MHC pseudo amino acid sequence, predict their binding affinity value. This is MHC class I binding data. (1) The binding affinity (normalized) is 0.834. The peptide sequence is KMFNSVGGA. The MHC is HLA-A02:06 with pseudo-sequence HLA-A02:06. (2) The peptide sequence is DEISLLLAS. The MHC is HLA-A02:11 with pseudo-sequence HLA-A02:11. The binding affinity (normalized) is 0.0847. (3) The peptide sequence is AYIDNYNKF. The MHC is Mamu-A11 with pseudo-sequence Mamu-A11. The binding affinity (normalized) is 0.